The task is: Regression/Classification. Given a drug SMILES string, predict its absorption, distribution, metabolism, or excretion properties. Task type varies by dataset: regression for continuous measurements (e.g., permeability, clearance, half-life) or binary classification for categorical outcomes (e.g., BBB penetration, CYP inhibition). Dataset: cyp3a4_veith.. This data is from CYP3A4 inhibition data for predicting drug metabolism from PubChem BioAssay. (1) The drug is CCOC(=O)N1CCN(C(=O)c2cnc3n(c2=O)CCS3)CC1. The result is 0 (non-inhibitor). (2) The molecule is Cc1nn(-c2ccc(S(=O)(=O)O)cc2)c(O)c1N=Nc1ccc(-c2ccc(N=Nc3ccc4c(S(=O)(=O)O)cc(S(=O)(=O)O)c(N)c4c3O)c(O)c2)cc1O.[Cu].[Cu]. The result is 0 (non-inhibitor). (3) The drug is COc1cccc2c1OC[C@@H](CO)[C@H]2N(C)C(=O)Nc1ccc(Cl)cc1Cl. The result is 1 (inhibitor). (4) The result is 1 (inhibitor). The drug is CN(C)Cc1ccccc1-c1nc(NCc2ccccc2)c2ccccc2n1.